Dataset: Full USPTO retrosynthesis dataset with 1.9M reactions from patents (1976-2016). Task: Predict the reactants needed to synthesize the given product. (1) Given the product [Br:25][C:15]1[C:14]2[C:18](=[CH:19][C:8]([C:3]3[CH:4]=[CH:5][CH:6]=[CH:7][C:2]=3[Cl:1])=[C:9]3[C:13]=2[C:12](=[O:23])[NH:11][C:10]3=[O:24])[N:17]([CH3:20])[C:16]=1[CH:21]=[O:22], predict the reactants needed to synthesize it. The reactants are: [Cl:1][C:2]1[CH:7]=[CH:6][CH:5]=[CH:4][C:3]=1[C:8]1[CH:19]=[C:18]2[C:14]([CH:15]=[C:16]([CH:21]=[O:22])[N:17]2[CH3:20])=[C:13]2[C:9]=1[C:10](=[O:24])[NH:11][C:12]2=[O:23].[Br:25]N1C(=O)CCC1=O. (2) The reactants are: [C:1]([N:5]1[CH:28]=[C:27]2[C:7]([CH:8]=[CH:9][C:10]3([CH2:26]2)[CH2:15][CH2:14][N:13]([C:16]([O:18][CH2:19][C:20]2[CH:25]=[CH:24][CH:23]=[CH:22][CH:21]=2)=[O:17])[CH2:12][CH2:11]3)=[N:6]1)([CH3:4])([CH3:3])[CH3:2].[Br:29]N1C(=O)CCC1=O.CO.[O:39]1[CH2:43]CCC1. Given the product [Br:29][CH:9]1[C:10]2([CH2:11][CH2:12][N:13]([C:16]([O:18][CH2:19][C:20]3[CH:21]=[CH:22][CH:23]=[CH:24][CH:25]=3)=[O:17])[CH2:14][CH2:15]2)[CH2:26][C:27]2[C:7](=[N:6][N:5]([C:1]([CH3:4])([CH3:2])[CH3:3])[CH:28]=2)[CH:8]1[O:39][CH3:43], predict the reactants needed to synthesize it. (3) Given the product [Br:38][C:7]1[CH:19]=[N:18][C:17]2[C:16]3[CH:15]=[CH:14][C:13]([C:20]([O:22][CH3:23])=[O:21])=[CH:12][C:11]=3[N:10]([C@@H:24]([CH:25]3[CH2:30][CH2:29][O:28][CH2:27][CH2:26]3)[C:31]3[CH:32]=[CH:33][CH:34]=[CH:35][CH:36]=3)[C:9]=2[CH:8]=1, predict the reactants needed to synthesize it. The reactants are: CC1C([C:7]2[CH:19]=[N:18][C:17]3[C:16]4[CH:15]=[CH:14][C:13]([C:20]([O:22][CH3:23])=[O:21])=[CH:12][C:11]=4[N:10]([CH:24]([C:31]4[CH:36]=[CH:35][CH:34]=[CH:33][CH:32]=4)[CH:25]4[CH2:30][CH2:29][O:28][CH2:27][CH2:26]4)[C:9]=3[CH:8]=2)=C(C)ON=1.[Br:38]C1C=NC2C3C=CC(C(OC)=O)=CC=3NC=2C=1.C1(C(C2CCOCC2)O)C=CC=CC=1.